Dataset: Catalyst prediction with 721,799 reactions and 888 catalyst types from USPTO. Task: Predict which catalyst facilitates the given reaction. (1) Reactant: CC(OC([N:8]1[CH2:13][CH2:12][CH:11]([O:14][C:15]2[CH:20]=[CH:19][C:18]([N:21]3[CH2:26][CH2:25][N:24]([C:27]([O:29][CH2:30][C:31]4[CH:36]=[CH:35][CH:34]=[CH:33][CH:32]=4)=[O:28])[CH2:23][C:22]3=[O:37])=[CH:17][CH:16]=2)[CH2:10][CH2:9]1)=O)(C)C. Product: [O:37]=[C:22]1[N:21]([C:18]2[CH:19]=[CH:20][C:15]([O:14][CH:11]3[CH2:12][CH2:13][NH:8][CH2:9][CH2:10]3)=[CH:16][CH:17]=2)[CH2:26][CH2:25][N:24]([C:27]([O:29][CH2:30][C:31]2[CH:32]=[CH:33][CH:34]=[CH:35][CH:36]=2)=[O:28])[CH2:23]1. The catalyst class is: 157. (2) Reactant: [O:1]([C:8]1[CH:9]=[C:10]([CH3:14])[CH:11]=[CH:12][CH:13]=1)[C:2]1[CH:7]=[CH:6][CH:5]=[CH:4][CH:3]=1.[Br:15]N1C(=O)CCC1=O. Product: [C:2]1([O:1][C:8]2[CH:13]=[CH:12][C:11]([Br:15])=[C:10]([CH3:14])[CH:9]=2)[CH:3]=[CH:4][CH:5]=[CH:6][CH:7]=1. The catalyst class is: 10. (3) The catalyst class is: 9. Reactant: [CH2:1]([O:8][C:9]1[CH:14]=[CH:13][C:12]([CH2:15]Br)=[CH:11][CH:10]=1)[C:2]1[CH:7]=[CH:6][CH:5]=[CH:4][CH:3]=1.[CH3:17][C:18]1([CH3:30])[C:22]([CH3:24])([CH3:23])[O:21][B:20]([C:25]2[CH:26]=[N:27][NH:28][CH:29]=2)[O:19]1.[H-].[Na+]. Product: [CH2:1]([O:8][C:9]1[CH:14]=[CH:13][C:12]([CH2:15][N:28]2[CH:29]=[C:25]([B:20]3[O:19][C:18]([CH3:30])([CH3:17])[C:22]([CH3:24])([CH3:23])[O:21]3)[CH:26]=[N:27]2)=[CH:11][CH:10]=1)[C:2]1[CH:7]=[CH:6][CH:5]=[CH:4][CH:3]=1. (4) Reactant: [Cl:1][C:2]1[CH:23]=[CH:22][C:5]([C:6]([NH:8][C:9]2[N:14]=[CH:13][C:12]([CH:15]([CH3:21])[C:16]([O:18]CC)=[O:17])=[CH:11][CH:10]=2)=[O:7])=[CH:4][CH:3]=1.O.[OH-].[Li+].Cl. Product: [Cl:1][C:2]1[CH:23]=[CH:22][C:5]([C:6]([NH:8][C:9]2[N:14]=[CH:13][C:12]([CH:15]([CH3:21])[C:16]([OH:18])=[O:17])=[CH:11][CH:10]=2)=[O:7])=[CH:4][CH:3]=1. The catalyst class is: 30. (5) Reactant: [Cl:1][C:2]1[CH:7]=[CH:6][C:5]([CH:8]([C:38]2[CH:43]=[CH:42][C:41]([Cl:44])=[CH:40][CH:39]=2)[C:9]2[CH:10]=[C:11]3[C:16](=[CH:17][CH:18]=2)[N:15]=[N:14][CH:13]=[C:12]3[NH:19][CH:20]2[CH2:25][CH2:24][N:23]([CH2:26][CH2:27][C:28]3[CH:37]=[CH:36][C:31]([C:32]([O:34]C)=[O:33])=[CH:30][CH:29]=3)[CH2:22][CH2:21]2)=[CH:4][CH:3]=1.[OH-].[Na+].CO.Cl. Product: [Cl:1][C:2]1[CH:7]=[CH:6][C:5]([CH:8]([C:38]2[CH:39]=[CH:40][C:41]([Cl:44])=[CH:42][CH:43]=2)[C:9]2[CH:10]=[C:11]3[C:16](=[CH:17][CH:18]=2)[N:15]=[N:14][CH:13]=[C:12]3[NH:19][CH:20]2[CH2:21][CH2:22][N:23]([CH2:26][CH2:27][C:28]3[CH:37]=[CH:36][C:31]([C:32]([OH:34])=[O:33])=[CH:30][CH:29]=3)[CH2:24][CH2:25]2)=[CH:4][CH:3]=1. The catalyst class is: 30. (6) Reactant: [Br:1][C:2]1[CH:6]=[N:5][N:4]([CH3:7])[C:3]=1[C:8]1[CH:9]=[C:10]([NH2:17])[CH:11]=[CH:12][C:13]=1[O:14][CH2:15][CH3:16].[Cl:18][C:19]1[CH:24]=[CH:23][C:22]([N:25]=[C:26]=[O:27])=[CH:21][CH:20]=1. Product: [Br:1][C:2]1[CH:6]=[N:5][N:4]([CH3:7])[C:3]=1[C:8]1[CH:9]=[C:10]([NH:17][C:26]([NH:25][C:22]2[CH:23]=[CH:24][C:19]([Cl:18])=[CH:20][CH:21]=2)=[O:27])[CH:11]=[CH:12][C:13]=1[O:14][CH2:15][CH3:16]. The catalyst class is: 2. (7) Reactant: C([N:8]1[CH2:14][CH:13]=[CH:12][C:11](=[O:15])[C:10]2[CH:16]=[N:17][N:18]([CH2:19][C:20]3[CH:25]=[CH:24][C:23]([O:26][CH3:27])=[CH:22][CH:21]=3)[C:9]1=2)C1C=CC=CC=1.CC(O)=O. Product: [CH3:27][O:26][C:23]1[CH:22]=[CH:21][C:20]([CH2:19][N:18]2[C:9]3[NH:8][CH2:14][CH2:13][CH2:12][C:11](=[O:15])[C:10]=3[CH:16]=[N:17]2)=[CH:25][CH:24]=1. The catalyst class is: 320. (8) Reactant: [CH2:1]([P:3]([OH:5])[OH:4])[CH3:2].[C:6]([O:9][CH:10]=[CH2:11])(=[O:8])[CH3:7].[O-]S(OOS([O-])(=O)=O)(=O)=O.[Na+].[Na+]. Product: [CH2:1]([P:3]([CH2:11][CH2:10][O:9][C:6](=[O:8])[CH3:7])(=[O:5])[OH:4])[CH3:2]. The catalyst class is: 6.